From a dataset of Full USPTO retrosynthesis dataset with 1.9M reactions from patents (1976-2016). Predict the reactants needed to synthesize the given product. (1) Given the product [C:11]([C:10]1[CH:9]=[N:8][N:5]2[CH:6]=[CH:7][C:2]([C:24]3[CH:25]=[C:20]([NH:19][S:16]([CH2:15][C:14]([F:37])([F:38])[F:13])(=[O:17])=[O:18])[C:21]([O:35][CH3:36])=[N:22][CH:23]=3)=[CH:3][C:4]=12)#[N:12], predict the reactants needed to synthesize it. The reactants are: Br[C:2]1[CH:7]=[CH:6][N:5]2[N:8]=[CH:9][C:10]([C:11]#[N:12])=[C:4]2[CH:3]=1.[F:13][C:14]([F:38])([F:37])[CH2:15][S:16]([NH:19][C:20]1[C:21]([O:35][CH3:36])=[N:22][CH:23]=[C:24](B2OC(C)(C)C(C)(C)O2)[CH:25]=1)(=[O:18])=[O:17].CC([O-])=O.[K+].C(Cl)Cl. (2) Given the product [CH3:6][O:7][C:8]1[CH:9]=[C:10]([SH:18])[CH:11]=[C:12]([O:16][CH3:17])[C:13]=1[O:14][CH3:15], predict the reactants needed to synthesize it. The reactants are: Cl[Si](Cl)(C)C.[CH3:6][O:7][C:8]1[CH:9]=[C:10]([S:18](Cl)(=O)=O)[CH:11]=[C:12]([O:16][CH3:17])[C:13]=1[O:14][CH3:15].CN1CCN(C)C1=O. (3) Given the product [F:11][C:12]([F:33])([C:23]([F:31])([F:32])[C:24]([F:30])([F:29])[C:25]([F:26])([F:27])[F:28])[CH2:13][CH2:14][C:15]1[CH:16]=[CH:17][C:18]([CH:21]=[O:22])=[CH:19][CH:20]=1, predict the reactants needed to synthesize it. The reactants are: C(Cl)(=O)C(Cl)=O.CS(C)=O.[F:11][C:12]([F:33])([C:23]([F:32])([F:31])[C:24]([F:30])([F:29])[C:25]([F:28])([F:27])[F:26])[CH2:13][CH2:14][C:15]1[CH:20]=[CH:19][C:18]([CH2:21][OH:22])=[CH:17][CH:16]=1.C(N(CC)CC)C.C(=O)(O)[O-].[Na+]. (4) Given the product [Cl:22][C:18]1[CH:17]=[C:16]([C:15]2[S:14][C:13]([CH3:23])=[N:12][C:11]=2[C:9]([N:8]2[CH2:7][C@H:6]3[C@H:4]([CH2:5]3)[C@H:3]2[CH2:2][NH:1][C:34]([C:27]2[C:28]3[C:33](=[CH:32][CH:31]=[CH:30][CH:29]=3)[N:25]([CH3:24])[CH:26]=2)=[O:35])=[O:10])[CH:21]=[CH:20][CH:19]=1, predict the reactants needed to synthesize it. The reactants are: [NH2:1][CH2:2][C@H:3]1[N:8]([C:9]([C:11]2[N:12]=[C:13]([CH3:23])[S:14][C:15]=2[C:16]2[CH:21]=[CH:20][CH:19]=[C:18]([Cl:22])[CH:17]=2)=[O:10])[CH2:7][C@H:6]2[C@@H:4]1[CH2:5]2.[CH3:24][N:25]1[C:33]2[C:28](=[CH:29][CH:30]=[CH:31][CH:32]=2)[C:27]([C:34](O)=[O:35])=[CH:26]1. (5) The reactants are: [NH2:1][NH:2][C:3]([C:5]1[CH:10]=[CH:9][CH:8]=[CH:7][N:6]=1)=[NH:4].[Cl:11][C:12]1[CH:19]=[CH:18][CH:17]=[CH:16][C:13]=1[CH:14]=O. Given the product [Cl:11][C:12]1[CH:19]=[CH:18][CH:17]=[CH:16][C:13]=1[C:14]1[NH:1][N:2]=[C:3]([C:5]2[CH:10]=[CH:9][CH:8]=[CH:7][N:6]=2)[N:4]=1, predict the reactants needed to synthesize it. (6) Given the product [Cl:17][C:18]1[N:19]=[C:20]([NH:32][C:33]2[C:34]([CH3:44])=[N:35][C:36]([O:40][CH:41]([F:43])[F:42])=[C:37]([CH3:39])[CH:38]=2)[C:21](=[O:31])[N:22]([CH2:24][C@H:25]([CH:28]2[CH2:29][CH2:30]2)[O:26][CH3:27])[CH:23]=1, predict the reactants needed to synthesize it. The reactants are: ClC1C(=O)N([C@@H](C2CC2)COC)C=C(Cl)N=1.[Cl:17][C:18]1[N:19]=[C:20]([NH:32][C:33]2[C:34]([CH3:44])=[N:35][C:36]([O:40][CH:41]([F:43])[F:42])=[C:37]([CH3:39])[CH:38]=2)[C:21](=[O:31])[N:22]([CH2:24][C@H:25]([CH:28]2[CH2:30][CH2:29]2)[O:26][CH3:27])[CH:23]=1.FC(F)OC1N=C(C)C(N)=CC=1C.C[Si]([N-][Si](C)(C)C)(C)C.[Na+]. (7) Given the product [CH3:1][O:2][C:3]([C:4]1[C:5]([N:13]2[CH2:18][CH2:17][CH:16]([C:19]([F:22])([F:20])[F:21])[CH2:15][CH2:14]2)=[CH:6][C:7]2[N:11]([CH3:12])[C:40]([NH:39][C:38]3[C:37]([Cl:42])=[CH:36][CH:35]=[C:26]([CH2:27][NH:28][C:29](=[O:34])[C:30]([CH3:33])([CH3:32])[CH3:31])[C:25]=3[Cl:24])=[N:10][C:8]=2[CH:9]=1)=[O:23], predict the reactants needed to synthesize it. The reactants are: [CH3:1][O:2][C:3](=[O:23])[C:4]1[CH:9]=[C:8]([NH2:10])[C:7]([NH:11][CH3:12])=[CH:6][C:5]=1[N:13]1[CH2:18][CH2:17][CH:16]([C:19]([F:22])([F:21])[F:20])[CH2:15][CH2:14]1.[Cl:24][C:25]1[C:38]([N:39]=[C:40]=S)=[C:37]([Cl:42])[CH:36]=[CH:35][C:26]=1[CH2:27][NH:28][C:29](=[O:34])[C:30]([CH3:33])([CH3:32])[CH3:31].CC(C)N=C=NC(C)C.